From a dataset of Catalyst prediction with 721,799 reactions and 888 catalyst types from USPTO. Predict which catalyst facilitates the given reaction. (1) Reactant: C[N:2]([CH:4]=[C:5]1[C:9](=O)[CH2:8][N:7]([C:11]([O:13][C:14]([CH3:17])([CH3:16])[CH3:15])=[O:12])[CH2:6]1)C.O.[NH2:19]N. Product: [N:19]1[NH:2][CH:4]=[C:5]2[CH2:6][N:7]([C:11]([O:13][C:14]([CH3:17])([CH3:16])[CH3:15])=[O:12])[CH2:8][C:9]=12. The catalyst class is: 8. (2) Reactant: [NH2:1][C:2]1[C:7]([CH:8]=[CH2:9])=[C:6]([C:10]([O:12][CH3:13])=[O:11])[N:5]=[C:4]([C:14]2[CH:19]=[CH:18][C:17]([C:20]([F:23])([F:22])[F:21])=[CH:16][CH:15]=2)[N:3]=1. Product: [NH2:1][C:2]1[C:7]([CH2:8][CH3:9])=[C:6]([C:10]([O:12][CH3:13])=[O:11])[N:5]=[C:4]([C:14]2[CH:19]=[CH:18][C:17]([C:20]([F:23])([F:21])[F:22])=[CH:16][CH:15]=2)[N:3]=1. The catalyst class is: 19. (3) Reactant: [Cl-].[Al+3].[Cl-].[Cl-].[C:5](Cl)(=[O:8])[CH2:6][CH3:7].C([O:13][C:14]1[C:24]2[CH2:23][CH2:22][C:21]3[CH:25]=[CH:26][CH:27]=[CH:28][C:20]=3[O:19][C:18]=2[CH:17]=[C:16]([O:29]C(=O)C)[CH:15]=1)(=O)C.[OH-].[Na+]. Product: [C:5]([C:26]1[CH:27]=[CH:28][C:20]2[O:19][C:18]3[CH:17]=[C:16]([OH:29])[CH:15]=[C:14]([OH:13])[C:24]=3[CH2:23][CH2:22][C:21]=2[CH:25]=1)(=[O:8])[CH2:6][CH3:7]. The catalyst class is: 61. (4) Reactant: [CH3:1][C:2]([CH3:16])([CH3:15])[CH2:3][C:4]1[CH:5]=[N:6][N:7]2[C:12](=[O:13])[NH:11][C:10](=[S:14])[NH:9][C:8]=12.[OH-].[Na+].[CH3:19]I. Product: [CH3:1][C:2]([CH3:16])([CH3:15])[CH2:3][C:4]1[CH:5]=[N:6][N:7]2[C:12](=[O:13])[N:11]=[C:10]([S:14][CH3:19])[NH:9][C:8]=12. The catalyst class is: 8. (5) Reactant: CC(C)([O-])C.[K+].[CH3:7][C:8]([C:10]1[CH:15]=[CH:14][C:13]([Br:16])=[CH:12][CH:11]=1)=[O:9].C[O:18][C:19](=O)[CH2:20][CH2:21][CH:22]([CH3:24])[CH3:23]. Product: [Br:16][C:13]1[CH:14]=[CH:15][C:10]([C:8](=[O:9])[CH2:7][C:19](=[O:18])[CH2:20][CH2:21][CH:22]([CH3:24])[CH3:23])=[CH:11][CH:12]=1. The catalyst class is: 1. (6) Reactant: [CH2:1]([O:3][C:4](=[O:23])[CH2:5][N:6]1[CH:10]=[CH:9][N:8]=[C:7]1/[CH:11]=[CH:12]/[C:13]([O:15]CC1C=CC=CC=1)=[O:14])[CH3:2]. Product: [CH2:1]([O:3][C:4](=[O:23])[CH2:5][N:6]1[CH:10]=[CH:9][N:8]=[C:7]1[CH2:11][CH2:12][C:13]([OH:15])=[O:14])[CH3:2]. The catalyst class is: 178. (7) Product: [CH3:16][C:6]1([CH3:17])[C:5]2[C:9](=[CH:10][C:2]([C:23]3[CH:22]=[CH:21][N:20]=[C:19]([CH3:18])[CH:24]=3)=[CH:3][CH:4]=2)[N:8]([CH:11]2[CH2:14][O:13][CH2:12]2)[C:7]1=[O:15]. Reactant: Br[C:2]1[CH:10]=[C:9]2[C:5]([C:6]([CH3:17])([CH3:16])[C:7](=[O:15])[N:8]2[CH:11]2[CH2:14][O:13][CH2:12]2)=[CH:4][CH:3]=1.[CH3:18][C:19]1[CH:24]=[C:23](B2OC(C)(C)C(C)(C)O2)[CH:22]=[CH:21][N:20]=1.C(=O)([O-])[O-].[Na+].[Na+].ClCCl. The catalyst class is: 75. (8) Product: [OH:42][C:36]1[CH:35]=[CH:34][C:33]([NH:32][C:25](=[O:26])[C:24]2[CH:23]=[CH:22][C:21]([CH2:20][C@@:3]3([C:11]4[CH2:12][C:13]5[C:18]([CH:19]=4)=[CH:17][CH:16]=[CH:15][CH:14]=5)[CH2:4][C:5]4[C:10](=[CH:9][CH:8]=[CH:7][CH:6]=4)[C@H:2]3[OH:1])=[CH:31][CH:30]=2)=[CH:41][C:37]=1[C:38]([OH:40])=[O:39]. Reactant: [OH:1][C@@H:2]1[C:10]2[C:5](=[CH:6][CH:7]=[CH:8][CH:9]=2)[CH2:4][C@@:3]1([CH2:20][C:21]1[CH:31]=[CH:30][C:24]([C:25](OCC)=[O:26])=[CH:23][CH:22]=1)[C:11]1[CH2:12][C:13]2[C:18]([CH:19]=1)=[CH:17][CH:16]=[CH:15][CH:14]=2.[NH2:32][C:33]1[CH:34]=[CH:35][C:36]([OH:42])=[C:37]([CH:41]=1)[C:38]([OH:40])=[O:39].C[Al](C)C. The catalyst class is: 1.